From a dataset of Forward reaction prediction with 1.9M reactions from USPTO patents (1976-2016). Predict the product of the given reaction. (1) Given the reactants [NH2:1][C:2]1[CH:7]=[CH:6][C:5]([C:8](=[CH:15][C:16]2[CH:21]=[CH:20][C:19]([F:22])=[CH:18][CH:17]=2)[C:9]([NH:11][CH:12]2[CH2:14][CH2:13]2)=[O:10])=[CH:4][CH:3]=1.[CH3:23][O:24][C:25](=[O:34])[C:26]1[CH:31]=[CH:30][C:29]([CH:32]=O)=[CH:28][CH:27]=1.C(O[BH-](OC(=O)C)OC(=O)C)(=O)C.[Na+].C(O)(=O)C, predict the reaction product. The product is: [CH:12]1([NH:11][C:9](=[O:10])[C:8]([C:5]2[CH:6]=[CH:7][C:2]([NH:1][CH2:32][C:29]3[CH:30]=[CH:31][C:26]([C:25]([O:24][CH3:23])=[O:34])=[CH:27][CH:28]=3)=[CH:3][CH:4]=2)=[CH:15][C:16]2[CH:21]=[CH:20][C:19]([F:22])=[CH:18][CH:17]=2)[CH2:13][CH2:14]1. (2) The product is: [OH:52][C@H:25]([CH2:24][O:23][C:22]1[CH:21]=[CH:20][C:19]([OH:18])=[CH:54][CH:53]=1)[CH2:26][NH:27][CH2:28][CH2:29][C:30]1[CH:51]=[CH:50][C:33]([NH:34][C:35]2[C:40]([NH:41][C:42](=[O:49])[C:43]3[CH:48]=[CH:47][CH:46]=[CH:45][CH:44]=3)=[CH:39][CH:38]=[CH:37][N:36]=2)=[CH:32][CH:31]=1. Given the reactants [Si]([O:18][C:19]1[CH:54]=[CH:53][C:22]([O:23][CH2:24][C@@H:25]([OH:52])[CH2:26][NH:27][CH2:28][CH2:29][C:30]2[CH:51]=[CH:50][C:33]([NH:34][C:35]3[C:40]([NH:41][C:42](=[O:49])[C:43]4[CH:48]=[CH:47][CH:46]=[CH:45][CH:44]=4)=[CH:39][CH:38]=[CH:37][N:36]=3)=[CH:32][CH:31]=2)=[CH:21][CH:20]=1)(C(C)(C)C)(C1C=CC=CC=1)C1C=CC=CC=1, predict the reaction product. (3) Given the reactants [Cl:1][C:2]1[CH:3]=[C:4](/[CH:21]=[CH:22]/[C:23]([OH:25])=O)[CH:5]=[N:6][C:7]=1[NH:8][CH2:9][CH2:10][NH:11][C:12](=[O:20])[C:13]1[CH:18]=[CH:17][C:16]([Cl:19])=[CH:15][CH:14]=1.[O:26]1[CH2:31][CH2:30][CH2:29][CH2:28][CH:27]1[O:32][NH2:33].C1C=CC2N(O)N=NC=2C=1.CCOC(C)=O, predict the reaction product. The product is: [Cl:19][C:16]1[CH:15]=[CH:14][C:13]([C:12]([NH:11][CH2:10][CH2:9][NH:8][C:7]2[C:2]([Cl:1])=[CH:3][C:4](/[CH:21]=[CH:22]/[C:23](=[O:25])[NH:33][O:32][CH:27]3[CH2:28][CH2:29][CH2:30][CH2:31][O:26]3)=[CH:5][N:6]=2)=[O:20])=[CH:18][CH:17]=1. (4) Given the reactants [CH3:1][C:2]1[C:6]([C:7]2[CH:8]=[C:9](I)[C:10]3[N:14]=[C:13]([NH:15][S:16]([CH:19]([CH3:21])[CH3:20])(=[O:18])=[O:17])[NH:12][C:11]=3[CH:22]=2)=[C:5]([CH3:24])[O:4][N:3]=1.[CH3:25][C:26]1[C:27](B(O)O)=[C:28]2[C:33](=[CH:34][CH:35]=1)[N:32]=[CH:31][CH:30]=[CH:29]2.N12CCCN=C1CCCCC2.[Cl-].[NH4+], predict the reaction product. The product is: [CH3:1][C:2]1[C:6]([C:7]2[CH:8]=[C:9]([C:27]3[C:26]([CH3:25])=[CH:35][CH:34]=[C:33]4[C:28]=3[CH:29]=[CH:30][CH:31]=[N:32]4)[C:10]3[N:14]=[C:13]([NH:15][S:16]([CH:19]([CH3:21])[CH3:20])(=[O:18])=[O:17])[NH:12][C:11]=3[CH:22]=2)=[C:5]([CH3:24])[O:4][N:3]=1. (5) Given the reactants [CH2:1]([O:4][C:5]([N:7]1[C:13]2[CH:14]=[C:15]([O:20][CH2:21][CH2:22][CH2:23][C:24]([O:26]C)=[O:25])[C:16]([O:18][CH3:19])=[CH:17][C:12]=2[C:11](=[O:28])[N:10]2[CH2:29][CH2:30][CH2:31][C@H:9]2[CH:8]1[O:32][CH:33]1[CH2:38][CH2:37][CH2:36][CH2:35][O:34]1)=[O:6])[CH:2]=[CH2:3].[OH-].[Na+], predict the reaction product. The product is: [CH2:1]([O:4][C:5]([N:7]1[C:13]2[CH:14]=[C:15]([O:20][CH2:21][CH2:22][CH2:23][C:24]([OH:26])=[O:25])[C:16]([O:18][CH3:19])=[CH:17][C:12]=2[C:11](=[O:28])[N:10]2[CH2:29][CH2:30][CH2:31][C@H:9]2[CH:8]1[O:32][CH:33]1[CH2:38][CH2:37][CH2:36][CH2:35][O:34]1)=[O:6])[CH:2]=[CH2:3]. (6) The product is: [CH3:1][C:2]1[O:6][N:5]=[C:4]([C:7]2[CH:8]=[CH:9][CH:10]=[CH:11][CH:12]=2)[C:3]=1[CH2:13][O:14][C:15]1[N:16]=[CH:17][C:18]([C:19]([N:24]2[CH2:29][CH2:28][S:27][CH2:26][CH2:25]2)=[O:21])=[CH:22][CH:23]=1. Given the reactants [CH3:1][C:2]1[O:6][N:5]=[C:4]([C:7]2[CH:12]=[CH:11][CH:10]=[CH:9][CH:8]=2)[C:3]=1[CH2:13][O:14][C:15]1[CH:23]=[CH:22][C:18]([C:19]([OH:21])=O)=[CH:17][N:16]=1.[NH:24]1[CH2:29][CH2:28][S:27][CH2:26][CH2:25]1, predict the reaction product. (7) Given the reactants [O:1]1[C:5]2[CH:6]=[CH:7][C:8]([C:10]3(O)[C:18]4[C:13](=[CH:14][CH:15]=[CH:16][CH:17]=4)[N:12]([CH2:19][CH2:20][CH2:21][CH2:22][CH3:23])[C:11]3=[O:24])=[CH:9][C:4]=2[O:3][CH2:2]1.C([N:28]1[CH:32]=[CH:31][N:30]=[CH:29]1)([N:28]1[CH:32]=[CH:31][N:30]=[CH:29]1)=O, predict the reaction product. The product is: [O:1]1[C:5]2[CH:6]=[CH:7][C:8]([C:10]3([N:28]4[CH:32]=[CH:31][N:30]=[CH:29]4)[C:18]4[C:13](=[CH:14][CH:15]=[CH:16][CH:17]=4)[N:12]([CH2:19][CH2:20][CH2:21][CH2:22][CH3:23])[C:11]3=[O:24])=[CH:9][C:4]=2[O:3][CH2:2]1. (8) Given the reactants [Cl:1][C:2]1[CH:3]=[C:4]([CH:8]=[CH:9][C:10]=1[C:11](=[O:26])[NH:12][C:13]1[CH:18]=[CH:17][C:16]([Cl:19])=[C:15]([C:20]2[CH:25]=[CH:24][CH:23]=[CH:22][N:21]=2)[CH:14]=1)[C:5](O)=[O:6].[NH2:27][C:28]1[S:29][CH:30]=[CH:31][N:32]=1, predict the reaction product. The product is: [Cl:1][C:2]1[CH:3]=[C:4]([C:5]([NH:27][C:28]2[S:29][CH:30]=[CH:31][N:32]=2)=[O:6])[CH:8]=[CH:9][C:10]=1[C:11]([NH:12][C:13]1[CH:18]=[CH:17][C:16]([Cl:19])=[C:15]([C:20]2[CH:25]=[CH:24][CH:23]=[CH:22][N:21]=2)[CH:14]=1)=[O:26]. (9) Given the reactants [CH2:1]([C:3]1[C:8](=[O:9])[NH:7][C:6]([CH3:10])=[C:5]([C:11]2[S:15][C:14]([S:16]([Cl:19])(=[O:18])=[O:17])=[CH:13][CH:12]=2)[CH:4]=1)[CH3:2].[O:20]1[C:24]2[CH:25]=[CH:26][C:27]([CH2:29][N:30]3[CH2:35][CH2:34][NH:33][CH2:32][CH2:31]3)=[CH:28][C:23]=2[O:22][CH2:21]1, predict the reaction product. The product is: [ClH:19].[O:20]1[C:24]2[CH:25]=[CH:26][C:27]([CH2:29][N:30]3[CH2:31][CH2:32][N:33]([S:16]([C:14]4[S:15][C:11]([C:5]5[CH:4]=[C:3]([CH2:1][CH3:2])[C:8](=[O:9])[NH:7][C:6]=5[CH3:10])=[CH:12][CH:13]=4)(=[O:18])=[O:17])[CH2:34][CH2:35]3)=[CH:28][C:23]=2[O:22][CH2:21]1.